From a dataset of CYP1A2 inhibition data for predicting drug metabolism from PubChem BioAssay. Regression/Classification. Given a drug SMILES string, predict its absorption, distribution, metabolism, or excretion properties. Task type varies by dataset: regression for continuous measurements (e.g., permeability, clearance, half-life) or binary classification for categorical outcomes (e.g., BBB penetration, CYP inhibition). Dataset: cyp1a2_veith. (1) The molecule is O=c1c(C=Nc2ccc(Oc3ccccc3)cc2)c[nH]n1-c1cccc(Cl)n1. The result is 0 (non-inhibitor). (2) The drug is COc1ccccc1-c1cncnc1NCc1cccs1. The result is 1 (inhibitor). (3) The compound is O=C(CN1CCN(CC(=O)Nc2ccccc2Cl)CC1)Nc1ccc2c(c1)OCCO2. The result is 0 (non-inhibitor).